This data is from Full USPTO retrosynthesis dataset with 1.9M reactions from patents (1976-2016). The task is: Predict the reactants needed to synthesize the given product. Given the product [ClH:24].[CH:1]1([N:4]2[C:5]3[CH:10]=[CH:9][CH:8]=[CH:7][C:6]=3[N:11]=[C:12]2[CH:13]([NH2:15])[CH3:14])[CH2:3][CH2:2]1, predict the reactants needed to synthesize it. The reactants are: [CH:1]1([NH:4][C:5]2[CH:10]=[CH:9][CH:8]=[CH:7][C:6]=2[NH:11][C:12](=O)[CH:13]([NH:15]C(=O)OC(C)(C)C)[CH3:14])[CH2:3][CH2:2]1.[ClH:24].O1CCOCC1.